From a dataset of Catalyst prediction with 721,799 reactions and 888 catalyst types from USPTO. Predict which catalyst facilitates the given reaction. (1) Reactant: [NH2:1][C:2]1[CH:7]=[C:6]([N:8]2[CH2:13][CH2:12][N:11]([CH2:14][CH3:15])[CH2:10][CH2:9]2)[CH:5]=[CH:4][C:3]=1[NH:16][C:17]1[N:22]=[CH:21][N:20]=[C:19]([N:23]([CH3:39])[C:24]([NH:26][C:27]2[C:32]([Cl:33])=[C:31]([O:34][CH3:35])[CH:30]=[C:29]([O:36][CH3:37])[C:28]=2[Cl:38])=[O:25])[CH:18]=1.[C:40](Cl)(=[O:43])[CH:41]=[CH2:42].C1COCC1. Product: [Cl:38][C:28]1[C:29]([O:36][CH3:37])=[CH:30][C:31]([O:34][CH3:35])=[C:32]([Cl:33])[C:27]=1[NH:26][C:24](=[O:25])[N:23]([C:19]1[N:20]=[CH:21][N:22]=[C:17]([NH:16][C:3]2[CH:4]=[CH:5][C:6]([N:8]3[CH2:9][CH2:10][N:11]([CH2:14][CH3:15])[CH2:12][CH2:13]3)=[CH:7][C:2]=2[NH:1][C:40](=[O:43])[CH:41]=[CH2:42])[CH:18]=1)[CH3:39]. The catalyst class is: 5. (2) Reactant: Cl[C:2]1[N:3]=[C:4]([N:16]2[CH2:21][CH2:20][O:19][CH2:18][CH2:17]2)[C:5]2[O:10][C:9]3[N:11]=[C:12]([CH3:15])[CH:13]=[CH:14][C:8]=3[C:6]=2[N:7]=1.[NH:22]1[C:30]2[CH:29]=[CH:28][CH:27]=[C:26](B(O)O)[C:25]=2[CH:24]=[CH:23]1.C([O-])([O-])=O.[Na+].[Na+]. Product: [NH:22]1[C:30]2[C:25](=[C:26]([C:2]3[N:3]=[C:4]([N:16]4[CH2:21][CH2:20][O:19][CH2:18][CH2:17]4)[C:5]4[O:10][C:9]5[N:11]=[C:12]([CH3:15])[CH:13]=[CH:14][C:8]=5[C:6]=4[N:7]=3)[CH:27]=[CH:28][CH:29]=2)[CH:24]=[CH:23]1. The catalyst class is: 551. (3) Reactant: Br[CH2:2][C:3]1([CH3:19])[CH2:18][CH2:17][CH2:16][C:5]2([O:9][C:8](=[O:10])[N:7]([CH2:11][C:12]([CH3:15])([CH3:14])[CH3:13])[CH2:6]2)[CH2:4]1.[N-:20]=[N+:21]=[N-:22].[Na+]. Product: [N:20]([CH2:2][C:3]1([CH3:19])[CH2:18][CH2:17][CH2:16][C:5]2([O:9][C:8](=[O:10])[N:7]([CH2:11][C:12]([CH3:15])([CH3:14])[CH3:13])[CH2:6]2)[CH2:4]1)=[N+:21]=[N-:22]. The catalyst class is: 58. (4) Reactant: [NH2:1][C@H:2]([C:4]([NH:6][C@@H:7]([CH:35]1[CH2:40][CH2:39][CH2:38][CH2:37][CH2:36]1)[C:8]([N:10]1[C@H:15]([C:16]([NH:18][C@H:19]2[C:28]3[C:23](=[CH:24][CH:25]=[CH:26][CH:27]=3)[O:22][CH2:21][CH2:20]2)=[O:17])[CH2:14][N:13]2[CH2:29][C@H:30]([O:32][CH2:33][CH3:34])[CH2:31][C@@H:12]2[CH2:11]1)=[O:9])=[O:5])[CH3:3].[C:41]([O:45][C:46](=[O:65])[N:47]=[C:48]([NH:57][C:58]([O:60][C:61]([CH3:64])([CH3:63])[CH3:62])=[O:59])NS(C(F)(F)F)(=O)=O)([CH3:44])([CH3:43])[CH3:42].C(N(CC)C(C)C)(C)C.C(=O)([O-])O.[Na+]. Product: [C:41]([O:45][C:46](=[O:65])[N:47]=[C:48]([NH:57][C:58]([O:60][C:61]([CH3:64])([CH3:63])[CH3:62])=[O:59])[NH:1][C@@H:2]([CH3:3])[C:4]([NH:6][C@@H:7]([CH:35]1[CH2:40][CH2:39][CH2:38][CH2:37][CH2:36]1)[C:8]([N:10]1[C@H:15]([C:16](=[O:17])[NH:18][C@H:19]2[C:28]3[C:23](=[CH:24][CH:25]=[CH:26][CH:27]=3)[O:22][CH2:21][CH2:20]2)[CH2:14][N:13]2[CH2:29][C@H:30]([O:32][CH2:33][CH3:34])[CH2:31][C@@H:12]2[CH2:11]1)=[O:9])=[O:5])([CH3:44])([CH3:43])[CH3:42]. The catalyst class is: 9. (5) Reactant: Br[C:2]1[CH:3]=[C:4]([NH:10][C:11]2[CH:16]=[N:15][CH:14]=[CH:13][N:12]=2)[C:5](=[O:9])[N:6]([CH3:8])[CH:7]=1.[B:17]1([B:17]2[O:21][C:20]([CH3:23])([CH3:22])[C:19]([CH3:25])([CH3:24])[O:18]2)[O:21][C:20]([CH3:23])([CH3:22])[C:19]([CH3:25])([CH3:24])[O:18]1.CC(C1C=C(C(C)C)C(C2C=CC=CC=2P(C2CCCCC2)C2CCCCC2)=C(C(C)C)C=1)C.C([O-])(=O)C.[K+]. Product: [CH3:8][N:6]1[CH:7]=[C:2]([B:17]2[O:21][C:20]([CH3:23])([CH3:22])[C:19]([CH3:25])([CH3:24])[O:18]2)[CH:3]=[C:4]([NH:10][C:11]2[CH:16]=[N:15][CH:14]=[CH:13][N:12]=2)[C:5]1=[O:9]. The catalyst class is: 102.